Dataset: Full USPTO retrosynthesis dataset with 1.9M reactions from patents (1976-2016). Task: Predict the reactants needed to synthesize the given product. The reactants are: [CH2:1]([O:8][C:9]1[CH:10]=[C:11]([CH2:17][C:18](=O)[C:19]([CH3:22])([CH3:21])[CH3:20])[CH:12]=[CH:13][C:14]=1[O:15][CH3:16])[C:2]1[CH:7]=[CH:6][CH:5]=[CH:4][CH:3]=1.[BH3-]C#[N:26].[Na+]. Given the product [CH2:1]([O:8][C:9]1[CH:10]=[C:11]([CH2:17][CH:18]([NH2:26])[C:19]([CH3:22])([CH3:21])[CH3:20])[CH:12]=[CH:13][C:14]=1[O:15][CH3:16])[C:2]1[CH:7]=[CH:6][CH:5]=[CH:4][CH:3]=1, predict the reactants needed to synthesize it.